Task: Regression. Given two drug SMILES strings and cell line genomic features, predict the synergy score measuring deviation from expected non-interaction effect.. Dataset: NCI-60 drug combinations with 297,098 pairs across 59 cell lines (1) Drug 1: CC1=C(C=C(C=C1)NC2=NC=CC(=N2)N(C)C3=CC4=NN(C(=C4C=C3)C)C)S(=O)(=O)N.Cl. Drug 2: C1CC(=O)NC(=O)C1N2C(=O)C3=CC=CC=C3C2=O. Cell line: OVCAR-4. Synergy scores: CSS=1.75, Synergy_ZIP=-0.416, Synergy_Bliss=1.53, Synergy_Loewe=-0.232, Synergy_HSA=0.343. (2) Drug 1: C1CC(=O)NC(=O)C1N2CC3=C(C2=O)C=CC=C3N. Drug 2: CC1=C(C=C(C=C1)NC(=O)C2=CC=C(C=C2)CN3CCN(CC3)C)NC4=NC=CC(=N4)C5=CN=CC=C5. Cell line: SNB-19. Synergy scores: CSS=6.18, Synergy_ZIP=-0.563, Synergy_Bliss=0.641, Synergy_Loewe=-0.660, Synergy_HSA=-1.86. (3) Drug 1: CN1CCC(CC1)COC2=C(C=C3C(=C2)N=CN=C3NC4=C(C=C(C=C4)Br)F)OC. Drug 2: CC1=C2C(C(=O)C3(C(CC4C(C3C(C(C2(C)C)(CC1OC(=O)C(C(C5=CC=CC=C5)NC(=O)C6=CC=CC=C6)O)O)OC(=O)C7=CC=CC=C7)(CO4)OC(=O)C)O)C)OC(=O)C. Cell line: NCI-H322M. Synergy scores: CSS=55.7, Synergy_ZIP=7.90, Synergy_Bliss=8.66, Synergy_Loewe=8.92, Synergy_HSA=11.2. (4) Drug 1: CC(C)NC(=O)C1=CC=C(C=C1)CNNC.Cl. Drug 2: CC1C(C(CC(O1)OC2CC(CC3=C2C(=C4C(=C3O)C(=O)C5=CC=CC=C5C4=O)O)(C(=O)C)O)N)O. Cell line: HCC-2998. Synergy scores: CSS=62.5, Synergy_ZIP=0.491, Synergy_Bliss=1.45, Synergy_Loewe=-5.02, Synergy_HSA=1.75.